Dataset: Forward reaction prediction with 1.9M reactions from USPTO patents (1976-2016). Task: Predict the product of the given reaction. (1) Given the reactants CCCCCC.C([Li])CCC.C([O:19][C:20]1[CH:25]=[CH:24][CH:23]=[CH:22][C:21]=1Br)C1C=CC=CC=1.[F:27][C:28]([F:39])([F:38])[O:29][C:30]1[CH:31]=[C:32]([CH:35]=[CH:36][CH:37]=1)[CH:33]=O.Cl.C(=O)([O-])[O-].[K+].[K+], predict the reaction product. The product is: [F:27][C:28]([F:39])([F:38])[O:29][C:30]1[CH:31]=[C:32]([CH:35]=[CH:36][CH:37]=1)[CH2:33][C:21]1[CH:22]=[CH:23][CH:24]=[CH:25][C:20]=1[OH:19]. (2) Given the reactants [NH2:1][C:2]1[CH:7]=[CH:6][C:5]([C:8]2[CH:13]=[CH:12][C:11]([NH:14][C:15](=[O:21])[O:16][C:17]([CH3:20])([CH3:19])[CH3:18])=[CH:10][CH:9]=2)=[CH:4][CH:3]=1.C[Si](C)(C)[C:24]#[N:25].II.[CH3:30][C:31]([CH3:33])=O, predict the reaction product. The product is: [C:24]([C:31]([NH:1][C:2]1[CH:3]=[CH:4][C:5]([C:8]2[CH:13]=[CH:12][C:11]([NH:14][C:15](=[O:21])[O:16][C:17]([CH3:18])([CH3:20])[CH3:19])=[CH:10][CH:9]=2)=[CH:6][CH:7]=1)([CH3:33])[CH3:30])#[N:25]. (3) Given the reactants B(F)(F)F.CCOCC.[Cl:10][C:11]1[CH:12]=[C:13]2[C:19](N)=[N:18][NH:17][C:14]2=[N:15][N:16]=1.N(OCCC(C)C)=O.[I-:29].[Na+], predict the reaction product. The product is: [Cl:10][C:11]1[CH:12]=[C:13]2[C:19]([I:29])=[N:18][NH:17][C:14]2=[N:15][N:16]=1.